Dataset: Peptide-MHC class I binding affinity with 185,985 pairs from IEDB/IMGT. Task: Regression. Given a peptide amino acid sequence and an MHC pseudo amino acid sequence, predict their binding affinity value. This is MHC class I binding data. (1) The peptide sequence is YQQLREAAT. The MHC is HLA-A02:01 with pseudo-sequence HLA-A02:01. The binding affinity (normalized) is 0.0480. (2) The peptide sequence is SPMYLWFNV. The MHC is H-2-Kd with pseudo-sequence H-2-Kd. The binding affinity (normalized) is 0.0988.